This data is from Full USPTO retrosynthesis dataset with 1.9M reactions from patents (1976-2016). The task is: Predict the reactants needed to synthesize the given product. (1) Given the product [CH2:29]([O:32][C:33]1[C:34](/[C:47](/[CH2:52][CH3:53])=[C:48](/[F:51])\[CH:49]=[CH:20]\[C:21](\[CH3:28])=[CH:22]\[C:23]([O:25][CH2:26][CH3:27])=[O:24])=[CH:35][C:36]2[C:37]([CH3:46])([CH3:45])[CH2:38][CH2:39][C:40]([CH3:44])([CH3:43])[C:41]=2[CH:42]=1)[CH2:30][CH3:31], predict the reactants needed to synthesize it. The reactants are: C([Li])CCC.CCCCCC.C(OP([CH2:20][C:21]([CH3:28])=[CH:22][C:23]([O:25][CH2:26][CH3:27])=[O:24])(OCC)=O)C.[CH2:29]([O:32][C:33]1[C:34](/[C:47](/[CH2:52][CH3:53])=[C:48](/[F:51])\[CH:49]=O)=[CH:35][C:36]2[C:37]([CH3:46])([CH3:45])[CH2:38][CH2:39][C:40]([CH3:44])([CH3:43])[C:41]=2[CH:42]=1)[CH2:30][CH3:31]. (2) Given the product [BrH:12].[Br:12][CH2:10][C:6]1[CH:5]=[C:4]2[C:9](=[CH:8][CH:7]=1)[NH:1][N:2]=[CH:3]2, predict the reactants needed to synthesize it. The reactants are: [NH:1]1[C:9]2[C:4](=[CH:5][C:6]([CH2:10]O)=[CH:7][CH:8]=2)[CH:3]=[N:2]1.[BrH:12]. (3) Given the product [CH3:1][C:2]1[C:3](=[O:15])[NH:4][CH:5]=[C:6]([CH:8]2[CH2:13][CH2:12][CH:11]([N:16]3[CH2:19][CH:18]([NH:20][C:21]([CH2:23][NH:24][C:25](=[O:36])[C:26]4[CH:31]=[CH:30][CH:29]=[C:28]([C:32]([F:35])([F:33])[F:34])[CH:27]=4)=[O:22])[CH2:17]3)[CH2:10][CH2:9]2)[CH:7]=1, predict the reactants needed to synthesize it. The reactants are: [CH3:1][C:2]1[C:3](=[O:15])[NH:4][CH:5]=[C:6]([CH:8]2[CH2:13][CH2:12][C:11](=O)[CH2:10][CH2:9]2)[CH:7]=1.[NH:16]1[CH2:19][CH:18]([NH:20][C:21]([CH2:23][NH:24][C:25](=[O:36])[C:26]2[CH:31]=[CH:30][CH:29]=[C:28]([C:32]([F:35])([F:34])[F:33])[CH:27]=2)=[O:22])[CH2:17]1.